From a dataset of Full USPTO retrosynthesis dataset with 1.9M reactions from patents (1976-2016). Predict the reactants needed to synthesize the given product. (1) Given the product [Cl:41][C:42]1[CH:43]=[CH:44][C:45]([S:48]([NH:51][C:14]([NH:16][CH2:17][CH2:18][C:19]2[CH:20]=[CH:21][C:22]([N:25]3[C:29]([CH3:30])=[C:28]([C:31]4[CH:32]=[CH:33][CH:34]=[CH:35][CH:36]=4)[C:27]([C:37]([F:38])([F:39])[F:40])=[N:26]3)=[CH:23][CH:24]=2)=[O:15])(=[O:49])=[O:50])=[N:46][CH:47]=1, predict the reactants needed to synthesize it. The reactants are: [Na].FC1C=C(F)C=CC=1S(N[C:14]([NH:16][CH2:17][CH2:18][C:19]1[CH:24]=[CH:23][C:22]([N:25]2[C:29]([CH3:30])=[C:28]([C:31]3[CH:36]=[CH:35][CH:34]=[CH:33][CH:32]=3)[C:27]([C:37]([F:40])([F:39])[F:38])=[N:26]2)=[CH:21][CH:20]=1)=[O:15])(=O)=O.[Cl:41][C:42]1[CH:43]=[CH:44][C:45]([S:48]([NH2:51])(=[O:50])=[O:49])=[N:46][CH:47]=1. (2) Given the product [F:19][C:8]1[CH:7]=[C:4]([CH2:5][OH:6])[CH:3]=[C:2]([F:1])[C:9]=1[B:10]1[O:14][C:13]([CH3:15])([CH3:16])[C:12]([CH3:17])([CH3:18])[O:11]1, predict the reactants needed to synthesize it. The reactants are: [F:1][C:2]1[CH:3]=[C:4]([CH:7]=[C:8]([F:19])[C:9]=1[B:10]1[O:14][C:13]([CH3:16])([CH3:15])[C:12]([CH3:18])([CH3:17])[O:11]1)[CH:5]=[O:6].[BH4-].[Na+]. (3) Given the product [F:26][C:23]1[CH:22]=[CH:21][C:20]([C:8]2([C:5]3[CH:4]=[CH:3][C:2]([F:1])=[CH:7][CH:6]=3)[CH2:12][CH2:11][N:10]([CH2:13][C:14]([OH:16])=[O:15])[C:9]2=[O:19])=[CH:25][CH:24]=1, predict the reactants needed to synthesize it. The reactants are: [F:1][C:2]1[CH:7]=[CH:6][C:5]([C:8]2([C:20]3[CH:25]=[CH:24][C:23]([F:26])=[CH:22][CH:21]=3)[CH2:12][CH2:11][N:10]([CH2:13][C:14]([O:16]CC)=[O:15])[C:9]2=[O:19])=[CH:4][CH:3]=1.[OH-].[Li+]. (4) Given the product [Cl:1][C:2]1[CH:9]=[CH:8][CH:7]=[C:6]([N:10]2[CH2:15][CH2:14][O:13][CH2:12][CH2:11]2)[C:3]=1[CH2:4][N:19]1[CH2:18][CH2:17][N:16]([C:22]([O:24][C:25]([CH3:28])([CH3:27])[CH3:26])=[O:23])[CH2:21][CH2:20]1, predict the reactants needed to synthesize it. The reactants are: [Cl:1][C:2]1[CH:9]=[CH:8][CH:7]=[C:6]([N:10]2[CH2:15][CH2:14][O:13][CH2:12][CH2:11]2)[C:3]=1[CH:4]=O.[N:16]1([C:22]([O:24][C:25]([CH3:28])([CH3:27])[CH3:26])=[O:23])[CH2:21][CH2:20][NH:19][CH2:18][CH2:17]1.C(O[BH-](OC(=O)C)OC(=O)C)(=O)C.[Na+].